The task is: Predict the reactants needed to synthesize the given product.. This data is from Full USPTO retrosynthesis dataset with 1.9M reactions from patents (1976-2016). Given the product [CH:65]([C:62]1[CH:63]=[CH:64][C:59]([NH:58][C:21]([NH:22][CH:23]2[CH2:27][CH2:26][N:25]([C:28]3[C:37]4[C:32](=[CH:33][C:34]([O:1][CH2:2][CH2:3][N:4]5[CH2:8][CH2:7][CH2:6][C:5]5=[O:9])=[CH:35][CH:36]=4)[N:31]=[CH:30][N:29]=3)[CH2:24]2)=[O:39])=[CH:60][CH:61]=1)([CH3:67])[CH3:66].[C:16]([O:20][C:21](=[O:39])[NH:22][CH:23]1[CH2:27][CH2:26][N:25]([C:28]2[C:37]3[C:32](=[CH:33][C:34]([F:38])=[CH:35][CH:36]=3)[N:31]=[CH:30][N:29]=2)[CH2:24]1)([CH3:19])([CH3:17])[CH3:18], predict the reactants needed to synthesize it. The reactants are: [OH:1][CH2:2][CH2:3][N:4]1[CH2:8][CH2:7][CH2:6][C:5]1=[O:9].CC([O-])(C)C.[K+].[C:16]([O:20][C:21](=[O:39])[NH:22][CH:23]1[CH2:27][CH2:26][N:25]([C:28]2[C:37]3[C:32](=[CH:33][C:34]([F:38])=[CH:35][CH:36]=3)[N:31]=[CH:30][N:29]=2)[CH2:24]1)([CH3:19])([CH3:18])[CH3:17].C(O)(C(F)(F)F)=O.[N+](C1C=CC(OC(=O)[NH:58][C:59]2[CH:64]=[CH:63][C:62]([CH:65]([CH3:67])[CH3:66])=[CH:61][CH:60]=2)=CC=1)([O-])=O.